From a dataset of Full USPTO retrosynthesis dataset with 1.9M reactions from patents (1976-2016). Predict the reactants needed to synthesize the given product. (1) Given the product [CH3:21][O:22][C:23](=[O:31])[CH2:24][C:25]1[CH:29]=[C:28]([NH:18][C:17]2[C:9]3[C:10](=[CH:11][C:6]([O:5][CH2:4][CH2:3][CH2:2][Cl:1])=[C:7]([O:19][CH3:20])[CH:8]=3)[N:12]=[CH:13][N:14]=2)[NH:27][N:26]=1, predict the reactants needed to synthesize it. The reactants are: [Cl:1][CH2:2][CH2:3][CH2:4][O:5][C:6]1[C:7]([O:19][CH3:20])=[CH:8][C:9]([C:17]#[N:18])=[C:10]([N:12]=[CH:13][N:14](C)C)[CH:11]=1.[CH3:21][O:22][C:23](=[O:31])[CH2:24][C:25]1[CH:29]=[C:28](N)[NH:27][N:26]=1. (2) Given the product [CH3:1][O:2][C:3]1[C:4]([C:19]([F:22])([F:21])[F:20])=[CH:5][C:6]2[NH:16][C:11](=[O:12])[CH2:10][O:9][C:7]=2[CH:8]=1, predict the reactants needed to synthesize it. The reactants are: [CH3:1][O:2][C:3]1[C:4]([C:19]([F:22])([F:21])[F:20])=[CH:5][C:6]([N+:16]([O-])=O)=[C:7]([O:9][CH2:10][C:11](OCC)=[O:12])[CH:8]=1.O.O.[Sn](Cl)(Cl)(Cl)Cl.CC#N.O.FC(F)(F)C(O)=O.